From a dataset of KCNQ2 potassium channel screen with 302,405 compounds. Binary Classification. Given a drug SMILES string, predict its activity (active/inactive) in a high-throughput screening assay against a specified biological target. (1) The drug is O=c1n(C\C=C\c2ccccc2)cnc2n(nnc12)c1ccccc1. The result is 0 (inactive). (2) The molecule is O=C(N1CCN(CC1)c1ncccn1)CCNC(=O)c1ccc(C(C)(C)C)cc1. The result is 0 (inactive). (3) The compound is O(C(=O)c1c([nH]c(c1C)C(OCC)=O)CN1CCN(CC1)c1ccc(OC)cc1)CC. The result is 0 (inactive). (4) The compound is S(=O)(=O)(c1c(NC(OC)=O)ccc([N+]([O-])=O)c1)CC(OC)=O. The result is 0 (inactive). (5) The molecule is O1c2c(N(CCC(=O)NCCCN3CCCC3)C(=O)C1)cccc2. The result is 0 (inactive). (6) The compound is S(=O)(=O)(N1CC2(CCCCC2)CCC1)c1cc(OC)c(n2nnnc2)cc1. The result is 0 (inactive). (7) The compound is Fc1c([N+]([O-])=O)cc(C(=O)N2CC3CC(C2)c2n(C3)c(=O)ccc2)cc1. The result is 0 (inactive). (8) The drug is O=C(N(C)C)C12C(C(CC1)(c1nc3c(nc21)cccc3)C)(C)C. The result is 0 (inactive). (9) The drug is O=C(NC1CCCc2c1cccc2)CCn1c2c(cc1)cccc2. The result is 0 (inactive).